Dataset: Full USPTO retrosynthesis dataset with 1.9M reactions from patents (1976-2016). Task: Predict the reactants needed to synthesize the given product. (1) Given the product [NH2:3][C:4]1[N:9]=[CH:8][C:7]([C:10]2[CH:11]=[N:12][N:13]([C@H:15]3[CH2:19][N:18]([C:20]([O:22][C:23]([CH3:25])([CH3:26])[CH3:24])=[O:21])[C@H:17]([C:27]([OH:29])=[O:28])[CH2:16]3)[CH:14]=2)=[CH:6][C:5]=1[C:31]1[O:32][C:33]2[CH:39]=[CH:38][CH:37]=[CH:36][C:34]=2[N:35]=1, predict the reactants needed to synthesize it. The reactants are: [OH-].[K+].[NH2:3][C:4]1[N:9]=[CH:8][C:7]([C:10]2[CH:11]=[N:12][N:13]([C@H:15]3[CH2:19][N:18]([C:20]([O:22][C:23]([CH3:26])([CH3:25])[CH3:24])=[O:21])[C@H:17]([C:27]([O:29]C)=[O:28])[CH2:16]3)[CH:14]=2)=[CH:6][C:5]=1[C:31]1[O:32][C:33]2[CH:39]=[CH:38][CH:37]=[CH:36][C:34]=2[N:35]=1. (2) Given the product [Br:12][C:9]1[CH:10]=[CH:11][C:6]([CH2:5][CH2:4][C:3](=[O:13])[CH2:2][N:14]2[CH:18]=[CH:17][N:16]=[CH:15]2)=[CH:7][CH:8]=1, predict the reactants needed to synthesize it. The reactants are: Br[CH2:2][C:3](=[O:13])[CH2:4][CH2:5][C:6]1[CH:11]=[CH:10][C:9]([Br:12])=[CH:8][CH:7]=1.[NH:14]1[CH:18]=[CH:17][N:16]=[CH:15]1. (3) Given the product [F:24][C:25]([F:36])([F:35])[C:26]([N:2]1[CH2:7][CH2:6][CH2:5][CH:4]([C:8]2[CH:16]=[CH:15][CH:14]=[CH:13][C:9]=2[C:10]#[N:12])[CH2:3]1)=[O:27], predict the reactants needed to synthesize it. The reactants are: Cl.[NH:2]1[CH2:7][CH2:6][CH2:5][CH:4]([C:8]2[CH:16]=[CH:15][CH:14]=[CH:13][C:9]=2[C:10]([NH2:12])=O)[CH2:3]1.C(N(CC)CC)C.[F:24][C:25]([F:36])([F:35])[C:26](O[C:26](=[O:27])[C:25]([F:36])([F:35])[F:24])=[O:27]. (4) Given the product [CH2:8]([N:15]1[C:19]2[CH:20]=[CH:21][C:22]3[N:23]([C:24]([CH3:27])=[N:25][N:26]=3)[C:18]=2[CH:17]=[C:16]1[C:28]([NH:51][CH2:55][CH2:54][CH3:59])=[O:30])[C:9]1[CH:14]=[CH:13][CH:12]=[CH:11][CH:10]=1, predict the reactants needed to synthesize it. The reactants are: FC(F)(F)C(O)=O.[CH2:8]([N:15]1[C:19]2[CH:20]=[CH:21][C:22]3[N:23]([C:24]([CH3:27])=[N:25][N:26]=3)[C:18]=2[CH:17]=[C:16]1[C:28]([OH:30])=O)[C:9]1[CH:14]=[CH:13][CH:12]=[CH:11][CH:10]=1.C(N(CC)C(C)C)(C)C.F[P-](F)(F)(F)(F)F.C[N+](C)=C(N(C)C)O[N:51]1[C:55]2N=CC=[CH:59][C:54]=2N=N1.C(N)CC. (5) Given the product [NH2:20][C:18]1[N:19]=[C:14]([C:6]2[CH:7]=[CH:8][C:3]([C:1]#[N:2])=[C:4]([F:12])[CH:5]=2)[CH:15]=[C:16]([NH:21][C:22]2[CH:27]=[CH:26][CH:25]=[CH:24][CH:23]=2)[N:17]=1, predict the reactants needed to synthesize it. The reactants are: [C:1]([C:3]1[CH:8]=[CH:7][C:6](B(O)O)=[CH:5][C:4]=1[F:12])#[N:2].Cl[C:14]1[N:19]=[C:18]([NH2:20])[N:17]=[C:16]([NH:21][C:22]2[CH:27]=[CH:26][CH:25]=[CH:24][CH:23]=2)[CH:15]=1.O1CCOCC1.C([O-])(O)=O.[Na+].